Dataset: Reaction yield outcomes from USPTO patents with 853,638 reactions. Task: Predict the reaction yield, written as a fraction of the theoretical maximum amount of product (1.0 means a 100% yield; for example, 0.34 means a 34% yield). (1) The reactants are C(OC([NH:8][C@@H:9]([CH2:25][C:26]1[CH:31]=[CH:30][CH:29]=[CH:28][CH:27]=1)[C:10]([NH:12][C@@H:13]([CH2:18][C:19]1[CH:24]=[CH:23][CH:22]=[CH:21][CH:20]=1)[C:14](OC)=[O:15])=[O:11])=O)(C)(C)C. The catalyst is C(O)=O. The product is [C:26]1([CH2:25][C@@H:9]2[NH:8][C:14](=[O:15])[C@H:13]([CH2:18][C:19]3[CH:24]=[CH:23][CH:22]=[CH:21][CH:20]=3)[NH:12][C:10]2=[O:11])[CH:31]=[CH:30][CH:29]=[CH:28][CH:27]=1. The yield is 0.920. (2) The reactants are [C:1]([O:5][C:6]([C@@H:8]([CH2:13][C:14]1[CH:24]=[CH:23][C:17]2[O:18][C:19]([CH3:22])([CH3:21])[O:20][C:16]=2[CH:15]=1)[C:9]([O:11]C)=[O:10])=[O:7])([CH3:4])([CH3:3])[CH3:2].[OH-].[Li+].O. The catalyst is C1COCC1. The product is [C:1]([O:5][C:6]([C@@H:8]([CH2:13][C:14]1[CH:24]=[CH:23][C:17]2[O:18][C:19]([CH3:22])([CH3:21])[O:20][C:16]=2[CH:15]=1)[C:9]([OH:11])=[O:10])=[O:7])([CH3:4])([CH3:2])[CH3:3]. The yield is 0.830.